This data is from Full USPTO retrosynthesis dataset with 1.9M reactions from patents (1976-2016). The task is: Predict the reactants needed to synthesize the given product. (1) Given the product [ClH:43].[ClH:43].[N:28]1([CH2:27][C:26]2[CH:41]=[CH:42][C:23]([C:21]([NH:20][C:19]3[C:13]4[N:12]=[C:11]([C:9]5[CH:8]=[CH:7][N:6]=[C:5]([NH:4][CH2:1][CH2:2][CH3:3])[CH:10]=5)[NH:15][C:14]=4[CH:16]=[CH:17][CH:18]=3)=[O:22])=[CH:24][CH:25]=2)[CH2:29][CH2:30][NH:31][CH2:32][CH2:33]1, predict the reactants needed to synthesize it. The reactants are: [CH2:1]([NH:4][C:5]1[CH:10]=[C:9]([C:11]2[NH:15][C:14]3[CH:16]=[CH:17][CH:18]=[C:19]([NH:20][C:21]([C:23]4[CH:42]=[CH:41][C:26]([CH2:27][N:28]5[CH2:33][CH2:32][N:31](C(OC(C)(C)C)=O)[CH2:30][CH2:29]5)=[CH:25][CH:24]=4)=[O:22])[C:13]=3[N:12]=2)[CH:8]=[CH:7][N:6]=1)[CH2:2][CH3:3].[ClH:43].CO. (2) Given the product [OH:12][CH2:11][C:7]1[CH:8]=[C:9]2[C:4](=[CH:5][CH:6]=1)[NH:3][C:2](=[O:1])[CH2:10]2, predict the reactants needed to synthesize it. The reactants are: [O:1]=[C:2]1[CH2:10][C:9]2[C:4](=[CH:5][CH:6]=[C:7]([C:11](OCC)=[O:12])[CH:8]=2)[NH:3]1.CC(C[AlH]CC(C)C)C.[OH-].[Na+].[O-]S([O-])(=O)=O.[Mg+2]. (3) Given the product [F:1][C:2]1[CH:3]=[CH:4][CH:5]=[C:6]2[C:11]=1[O:10][CH2:9][CH2:8][CH:7]2[CH2:12][C:13]([C:16]([F:17])([F:18])[F:19])([OH:20])[CH:14]=[N:21][C:22]1[CH:31]=[CH:30][CH:29]=[C:28]2[C:23]=1[CH:24]=[CH:25][C:26]([CH3:32])=[N:27]2, predict the reactants needed to synthesize it. The reactants are: [F:1][C:2]1[CH:3]=[CH:4][CH:5]=[C:6]2[C:11]=1[O:10][CH2:9][CH2:8][CH:7]2[CH2:12][C:13]([OH:20])([C:16]([F:19])([F:18])[F:17])[CH2:14]O.[NH2:21][C:22]1[CH:31]=[CH:30][CH:29]=[C:28]2[C:23]=1[CH:24]=[CH:25][C:26]([CH3:32])=[N:27]2. (4) The reactants are: [Cl:1][C:2]([F:18])([F:17])[C:3]1[N:8]=[C:7]([C:9]([OH:11])=O)[CH:6]=[C:5]([C:12]2[O:13][CH:14]=[CH:15][CH:16]=2)[CH:4]=1.Cl.[CH3:20][NH:21][O:22][CH3:23].CCN=C=NCCCN(C)C.Cl.ON1C2C=CC=CC=2N=N1.C(N(CC)C(C)C)(C)C.F[P-](F)(F)(F)(F)F.N1(OC(N(C)C)=[N+](C)C)C2N=CC=CC=2N=N1. Given the product [CH3:23][O:22][N:21]([CH3:20])[C:9]([C:7]1[CH:6]=[C:5]([C:12]2[O:13][CH:14]=[CH:15][CH:16]=2)[CH:4]=[C:3]([C:2]([Cl:1])([F:18])[F:17])[N:8]=1)=[O:11], predict the reactants needed to synthesize it. (5) Given the product [S:1]1[C:2]2[CH:12]=[CH:11][CH:10]=[CH:9][C:3]=2[CH:4]=[C:5]1[C:14]1[C:23]2[C:18](=[CH:19][CH:20]=[CH:21][CH:22]=2)[CH:17]=[CH:16][N:15]=1, predict the reactants needed to synthesize it. The reactants are: [S:1]1[C:5](B(O)O)=[CH:4][C:3]2[CH:9]=[CH:10][CH:11]=[CH:12][C:2]1=2.Cl[C:14]1[C:23]2[C:18](=[CH:19][CH:20]=[CH:21][CH:22]=2)[CH:17]=[CH:16][N:15]=1.C(=O)([O-])[O-].[Na+].[Na+].O. (6) The reactants are: C(OC([N:8]1[CH2:12][C@H:11]([CH2:13][NH:14][C:15]2[CH:20]=[CH:19][C:18]([Cl:21])=[CH:17][CH:16]=2)[C@@H:10]([CH2:22][C:23]2[CH:28]=[CH:27][CH:26]=[CH:25][CH:24]=2)[CH2:9]1)=O)(C)(C)C.Br[CH2:30][C:31]1[CH:40]=[CH:39][C:38]2[C:33](=[CH:34][CH:35]=[CH:36][CH:37]=2)[CH:32]=1.CC#N.O.CC#N. Given the product [CH2:22]([C@H:10]1[CH2:9][NH:8][CH2:12][C@@H:11]1[CH2:13][N:14]([C:15]1[CH:20]=[CH:19][C:18]([Cl:21])=[CH:17][CH:16]=1)[CH2:30][C:31]1[CH:40]=[CH:39][C:38]2[C:33](=[CH:34][CH:35]=[CH:36][CH:37]=2)[CH:32]=1)[C:23]1[CH:24]=[CH:25][CH:26]=[CH:27][CH:28]=1, predict the reactants needed to synthesize it. (7) Given the product [Br:12][C:3]1[C:4]([NH2:11])=[N:5][C:6]([S:8][CH3:10])=[N:7][C:2]=1[Cl:1], predict the reactants needed to synthesize it. The reactants are: [Cl:1][C:2]1[N:7]=[C:6]([S:8]([CH3:10])=O)[N:5]=[C:4]([NH2:11])[CH:3]=1.[Br:12]N1C(=O)CCC1=O. (8) Given the product [N:24]1[CH:25]=[CH:26][N:27]=[CH:28][C:23]=1[N:1]1[CH2:2][CH2:3][C:4]2([O:11][C:10]3[C:12]4[C:17]([C:18](=[O:21])[C:19](=[O:20])[C:9]=3[S:8][CH2:7]2)=[CH:16][CH:15]=[CH:14][CH:13]=4)[CH2:5][CH2:6]1, predict the reactants needed to synthesize it. The reactants are: [NH:1]1[CH2:6][CH2:5][C:4]2([O:11][C:10]3[C:12]4[C:17]([C:18](=[O:21])[C:19](=[O:20])[C:9]=3[S:8][CH2:7]2)=[CH:16][CH:15]=[CH:14][CH:13]=4)[CH2:3][CH2:2]1.Cl[C:23]1[CH:28]=[N:27][CH:26]=[CH:25][N:24]=1.C(N(CC)CC)C.